This data is from Full USPTO retrosynthesis dataset with 1.9M reactions from patents (1976-2016). The task is: Predict the reactants needed to synthesize the given product. (1) Given the product [OH:14][CH2:13][CH2:12][CH:7]1[N:6]2[C:2](=[O:1])[O:3][N:4]=[C:5]2[CH2:11][CH2:10][CH2:9][CH2:8]1, predict the reactants needed to synthesize it. The reactants are: [O:1]=[C:2]1[N:6]2[CH:7]([CH2:12][CH:13]=[O:14])[CH2:8][CH2:9][CH2:10][CH2:11][C:5]2=[N:4][O:3]1.B.CO. (2) Given the product [Cl:1][C:2]1[CH:3]=[C:4]([NH:17][C:18]([C:20]2[S:24][C:23]3[CH:25]=[CH:26][C:27]([NH:29][S:30]([CH3:33])(=[O:31])=[O:32])=[CH:28][C:22]=3[CH:21]=2)=[O:19])[CH:5]=[C:6]([N:8]([C:9]2[CH:14]=[CH:13][C:12]([F:15])=[CH:11][C:10]=2[F:16])[CH3:36])[CH:7]=1, predict the reactants needed to synthesize it. The reactants are: [Cl:1][C:2]1[CH:3]=[C:4]([NH:17][C:18]([C:20]2[S:24][C:23]3[CH:25]=[CH:26][C:27]([NH:29][S:30]([CH3:33])(=[O:32])=[O:31])=[CH:28][C:22]=3[CH:21]=2)=[O:19])[CH:5]=[C:6]([NH:8][C:9]2[CH:14]=[CH:13][C:12]([F:15])=[CH:11][C:10]=2[F:16])[CH:7]=1.C=O.[CH3:36]C(O)=O.[BH3-]C#N.[Na+]. (3) The reactants are: Cl[C:2]1[N:7]=[C:6]([CH3:8])[CH:5]=[C:4]([CH3:9])[N:3]=1.[NH:10]1[CH2:14][CH2:13][CH2:12][CH2:11]1.C(N(CC)CC)C. Given the product [CH3:9][C:4]1[CH:5]=[C:6]([CH3:8])[N:7]=[C:2]([N:10]2[CH2:14][CH2:13][CH2:12][CH2:11]2)[N:3]=1, predict the reactants needed to synthesize it. (4) Given the product [CH3:2][O:3][C:4](=[O:14])[C@@H:5]([N:13]1[CH2:25][C:19]2[C:18](=[CH:23][CH:22]=[CH:21][C:20]=2[F:24])[C:17]1=[O:16])[CH2:6][CH:7]1[CH2:12][CH2:11][CH2:10][CH2:9][CH2:8]1, predict the reactants needed to synthesize it. The reactants are: Cl.[CH3:2][O:3][C:4](=[O:14])[C@@H:5]([NH2:13])[CH2:6][CH:7]1[CH2:12][CH2:11][CH2:10][CH2:9][CH2:8]1.C[O:16][C:17](=O)[C:18]1[CH:23]=[CH:22][CH:21]=[C:20]([F:24])[C:19]=1[CH2:25]Br.C(N(CC)CC)C. (5) The reactants are: [C:1]([O:5][C:6]([N:8]1[CH2:13][CH2:12][C:11]([CH2:24][C:25]2[CH:30]=[CH:29][C:28]([C:31]([O:33][CH3:34])=[O:32])=[CH:27][CH:26]=2)([C:14]([O:16]CC2C=CC=CC=2)=O)[CH2:10][CH2:9]1)=[O:7])([CH3:4])([CH3:3])[CH3:2].[CH:35]1([NH2:41])[CH2:40][CH2:39][CH2:38][CH2:37][CH2:36]1.C(N(C(C)C)CC)(C)C.CN(C(ON1N=NC2C=CC=CC1=2)=[N+](C)C)C.F[P-](F)(F)(F)(F)F. Given the product [C:1]([O:5][C:6]([N:8]1[CH2:13][CH2:12][C:11]([C:14](=[O:16])[NH:41][CH:35]2[CH2:40][CH2:39][CH2:38][CH2:37][CH2:36]2)([CH2:24][C:25]2[CH:26]=[CH:27][C:28]([C:31]([O:33][CH3:34])=[O:32])=[CH:29][CH:30]=2)[CH2:10][CH2:9]1)=[O:7])([CH3:3])([CH3:2])[CH3:4], predict the reactants needed to synthesize it. (6) Given the product [C:47]([C:49]1[CH:50]=[C:51]([S:55]([N:11]2[CH2:12][C@H:8]([S:7][CH:2]3[CH2:3][CH2:4][CH2:5][CH2:6]3)[CH2:9][C@H:10]2[C:13]([NH:15][C@H:16]([C:35]([O:37][CH2:38][CH3:39])=[O:36])[CH2:17][C:18]2[CH:23]=[CH:22][C:21]([NH:24][C:25](=[O:34])[C:26]3[C:27]([Cl:33])=[CH:28][N:29]=[CH:30][C:31]=3[Cl:32])=[CH:20][CH:19]=2)=[O:14])(=[O:57])=[O:56])[CH:52]=[CH:53][CH:54]=1)#[N:48], predict the reactants needed to synthesize it. The reactants are: Cl.[CH:2]1([S:7][C@H:8]2[CH2:12][NH:11][C@H:10]([C:13]([NH:15][C@H:16]([C:35]([OH:37])=[O:36])[CH2:17][C:18]3[CH:23]=[CH:22][C:21]([NH:24][C:25](=[O:34])[C:26]4[C:31]([Cl:32])=[CH:30][N:29]=[CH:28][C:27]=4[Cl:33])=[CH:20][CH:19]=3)=[O:14])[CH2:9]2)[CH2:6][CH2:5][CH2:4][CH2:3]1.[CH:38](N(C(C)C)CC)(C)[CH3:39].[C:47]([C:49]1[CH:50]=[C:51]([S:55](Cl)(=[O:57])=[O:56])[CH:52]=[CH:53][CH:54]=1)#[N:48].